The task is: Regression. Given two drug SMILES strings and cell line genomic features, predict the synergy score measuring deviation from expected non-interaction effect.. This data is from NCI-60 drug combinations with 297,098 pairs across 59 cell lines. (1) Drug 1: CC(CN1CC(=O)NC(=O)C1)N2CC(=O)NC(=O)C2. Drug 2: C1CC(C1)(C(=O)O)C(=O)O.[NH2-].[NH2-].[Pt+2]. Cell line: K-562. Synergy scores: CSS=41.5, Synergy_ZIP=-4.48, Synergy_Bliss=0.123, Synergy_Loewe=0.145, Synergy_HSA=3.02. (2) Drug 1: CC1=C(C=C(C=C1)NC(=O)C2=CC=C(C=C2)CN3CCN(CC3)C)NC4=NC=CC(=N4)C5=CN=CC=C5. Drug 2: C1C(C(OC1N2C=NC(=NC2=O)N)CO)O. Cell line: SR. Synergy scores: CSS=28.8, Synergy_ZIP=3.88, Synergy_Bliss=9.51, Synergy_Loewe=-35.2, Synergy_HSA=3.76.